From a dataset of Forward reaction prediction with 1.9M reactions from USPTO patents (1976-2016). Predict the product of the given reaction. (1) Given the reactants [C:1]1([C:6]2[N:11]=[C:10]([C:12]([OH:14])=[O:13])[CH:9]=[CH:8][CH:7]=2)[CH2:5][CH2:4][CH2:3][CH:2]=1.[H][H], predict the reaction product. The product is: [CH:1]1([C:6]2[N:11]=[C:10]([C:12]([OH:14])=[O:13])[CH:9]=[CH:8][CH:7]=2)[CH2:2][CH2:3][CH2:4][CH2:5]1. (2) The product is: [N:1]1([C:6]2[CH:11]=[CH:10][C:9]([CH:12]([CH3:17])[C:13]([OH:15])=[O:14])=[CH:8][CH:7]=2)[CH2:2][CH2:3][CH2:4][CH2:5]1. Given the reactants [N:1]1([C:6]2[CH:11]=[CH:10][C:9]([CH:12]([CH3:17])[C:13]([O:15]C)=[O:14])=[CH:8][CH:7]=2)[CH2:5][CH2:4][CH2:3][CH2:2]1.Cl, predict the reaction product. (3) The product is: [CH2:1]([O:3][C:4](=[O:11])[CH:5]([Br:17])[C:6](=[O:10])[CH:7]([F:9])[F:8])[CH3:2]. Given the reactants [CH2:1]([O:3][C:4](=[O:11])[CH2:5][C:6](=[O:10])[CH:7]([F:9])[F:8])[CH3:2].C(=O)([O-])[O-].[Ca+2].[Br:17]Br, predict the reaction product.